Dataset: NCI-60 drug combinations with 297,098 pairs across 59 cell lines. Task: Regression. Given two drug SMILES strings and cell line genomic features, predict the synergy score measuring deviation from expected non-interaction effect. (1) Drug 1: C1CN1P(=S)(N2CC2)N3CC3. Drug 2: C1=NC2=C(N1)C(=S)N=CN2. Cell line: MALME-3M. Synergy scores: CSS=10.9, Synergy_ZIP=-7.72, Synergy_Bliss=-4.26, Synergy_Loewe=-12.1, Synergy_HSA=-4.03. (2) Drug 1: C1CC(C1)(C(=O)O)C(=O)O.[NH2-].[NH2-].[Pt+2]. Drug 2: CCN(CC)CCCC(C)NC1=C2C=C(C=CC2=NC3=C1C=CC(=C3)Cl)OC. Cell line: SF-295. Synergy scores: CSS=17.2, Synergy_ZIP=-3.13, Synergy_Bliss=2.67, Synergy_Loewe=-7.58, Synergy_HSA=-0.449. (3) Drug 1: CCC1(CC2CC(C3=C(CCN(C2)C1)C4=CC=CC=C4N3)(C5=C(C=C6C(=C5)C78CCN9C7C(C=CC9)(C(C(C8N6C=O)(C(=O)OC)O)OC(=O)C)CC)OC)C(=O)OC)O.OS(=O)(=O)O. Drug 2: CC1CCCC2(C(O2)CC(NC(=O)CC(C(C(=O)C(C1O)C)(C)C)O)C(=CC3=CSC(=N3)C)C)C. Cell line: HCT116. Synergy scores: CSS=58.1, Synergy_ZIP=-2.17, Synergy_Bliss=-3.49, Synergy_Loewe=-14.5, Synergy_HSA=-0.0344. (4) Drug 1: C1C(C(OC1N2C=C(C(=O)NC2=O)F)CO)O. Drug 2: C1=CC=C(C(=C1)C(C2=CC=C(C=C2)Cl)C(Cl)Cl)Cl. Cell line: PC-3. Synergy scores: CSS=11.7, Synergy_ZIP=-1.29, Synergy_Bliss=2.74, Synergy_Loewe=-9.13, Synergy_HSA=0.917. (5) Drug 1: C1=CC(=CC=C1CCC2=CNC3=C2C(=O)NC(=N3)N)C(=O)NC(CCC(=O)O)C(=O)O. Drug 2: CC1C(C(CC(O1)OC2CC(CC3=C2C(=C4C(=C3O)C(=O)C5=C(C4=O)C(=CC=C5)OC)O)(C(=O)CO)O)N)O.Cl. Cell line: LOX IMVI. Synergy scores: CSS=53.8, Synergy_ZIP=-6.67, Synergy_Bliss=-15.1, Synergy_Loewe=3.23, Synergy_HSA=-7.20. (6) Drug 1: C1=CC(=C2C(=C1NCCNCCO)C(=O)C3=C(C=CC(=C3C2=O)O)O)NCCNCCO. Drug 2: CN1C(=O)N2C=NC(=C2N=N1)C(=O)N. Cell line: HL-60(TB). Synergy scores: CSS=65.9, Synergy_ZIP=5.60, Synergy_Bliss=7.28, Synergy_Loewe=-30.7, Synergy_HSA=4.79.